This data is from Full USPTO retrosynthesis dataset with 1.9M reactions from patents (1976-2016). The task is: Predict the reactants needed to synthesize the given product. (1) Given the product [Si:3]([O:10][C:11]1[CH:12]=[C:13](/[C:11](/[CH2:12][CH3:13])=[CH:17]/[C:18]([O:19][CH2:20][CH3:16])=[O:15])[CH:7]=[CH:6][CH:8]=1)([C:6]([CH3:7])([CH3:8])[CH3:9])([CH3:4])[CH3:5], predict the reactants needed to synthesize it. The reactants are: [H-].[Na+].[Si:3]([O:10][CH2:11][CH2:12][CH:13]=O)([C:6]([CH3:9])([CH3:8])[CH3:7])([CH3:5])[CH3:4].[OH2:15].[CH2:16]1[CH2:20][O:19][CH2:18][CH2:17]1. (2) Given the product [CH3:1][O:2][C:3](=[O:15])[CH2:4][C@H:5]1[C:9]2[CH:10]=[CH:11][C:12]([O:14][CH2:35][C:31]3[CH:30]=[C:29]([C:25]4[C:26]([CH3:28])=[CH:27][C:22]([O:21][CH2:20][CH2:19][S:18][CH2:16][CH3:17])=[CH:23][C:24]=4[CH3:37])[CH:34]=[CH:33][CH:32]=3)=[CH:13][C:8]=2[O:7][CH2:6]1, predict the reactants needed to synthesize it. The reactants are: [CH3:1][O:2][C:3](=[O:15])[CH2:4][C@H:5]1[C:9]2[CH:10]=[CH:11][C:12]([OH:14])=[CH:13][C:8]=2[O:7][CH2:6]1.[CH2:16]([S:18][CH2:19][CH2:20][O:21][C:22]1[CH:27]=[C:26]([CH3:28])[C:25]([C:29]2[CH:34]=[CH:33][CH:32]=[C:31]([CH2:35]O)[CH:30]=2)=[C:24]([CH3:37])[CH:23]=1)[CH3:17].C(P(CCCC)CCCC)CCC.N(C(N1CCCCC1)=O)=NC(N1CCCCC1)=O.